Predict the reaction yield, written as a fraction of the theoretical maximum amount of product (1.0 means a 100% yield; for example, 0.34 means a 34% yield). From a dataset of Reaction yield outcomes from USPTO patents with 853,638 reactions. (1) The reactants are [NH2:1][CH:2]([CH2:6][CH:7]([CH3:9])[CH3:8])[C:3]([OH:5])=[O:4].Cl.[CH3:11]O. No catalyst specified. The product is [NH2:1][CH:2]([CH2:6][CH:7]([CH3:9])[CH3:8])[C:3]([O:5][CH3:11])=[O:4]. The yield is 0.960. (2) The reactants are [N:1]1([C:7]([C:9]2[CH:10]=[C:11]([CH:13]=[C:14]([C:16]([F:19])([F:18])[F:17])[CH:15]=2)[NH2:12])=O)[CH2:6][CH2:5][O:4][CH2:3][CH2:2]1.CSC.B.O1CCCC1.Cl.[OH-].[Na+]. The catalyst is O1CCCC1.O. The product is [N:1]1([CH2:7][C:9]2[CH:10]=[C:11]([CH:13]=[C:14]([C:16]([F:18])([F:17])[F:19])[CH:15]=2)[NH2:12])[CH2:6][CH2:5][O:4][CH2:3][CH2:2]1. The yield is 0.720.